Task: Predict the reaction yield, written as a fraction of the theoretical maximum amount of product (1.0 means a 100% yield; for example, 0.34 means a 34% yield).. Dataset: Reaction yield outcomes from USPTO patents with 853,638 reactions The reactants are [NH2:1][C:2]1[CH:7]=[C:6]([N+:8]([O-:10])=[O:9])[CH:5]=[CH:4][C:3]=1[S:11][C:12]1[CH:17]=[CH:16][C:15]([OH:18])=[CH:14][CH:13]=1.C(=O)([O-])[O-].[Cs+].[Cs+].[CH2:25](Br)[C:26]1[CH:31]=[CH:30][CH:29]=[CH:28][CH:27]=1.C(OCC)(=O)C. The catalyst is CN(C)C=O. The product is [CH2:25]([O:18][C:15]1[CH:16]=[CH:17][C:12]([S:11][C:3]2[CH:4]=[CH:5][C:6]([N+:8]([O-:10])=[O:9])=[CH:7][C:2]=2[NH2:1])=[CH:13][CH:14]=1)[C:26]1[CH:31]=[CH:30][CH:29]=[CH:28][CH:27]=1. The yield is 0.890.